Dataset: Full USPTO retrosynthesis dataset with 1.9M reactions from patents (1976-2016). Task: Predict the reactants needed to synthesize the given product. (1) The reactants are: [C:1]([OH:14])(=[O:13])[CH2:2][CH2:3][CH2:4][CH2:5][CH2:6][CH2:7][CH2:8][CH2:9][CH2:10][CH2:11][CH3:12].[CH3:15][N:16]([CH3:21])[CH2:17][CH2:18][CH2:19]O. Given the product [C:1]([O:14][CH2:19][CH2:18][CH2:17][N:16]([CH3:21])[CH3:15])(=[O:13])[CH2:2][CH2:3][CH2:4][CH2:5][CH2:6][CH2:7][CH2:8][CH2:9][CH2:10][CH2:11][CH3:12], predict the reactants needed to synthesize it. (2) Given the product [CH:1]([C:4]1[CH:8]=[C:7]([NH:9][C:23](=[O:24])[O:25][C:26]2[CH:31]=[CH:30][CH:29]=[CH:28][CH:27]=2)[N:6]([C:10]2[CH:15]=[CH:14][CH:13]=[CH:12][CH:11]=2)[N:5]=1)([CH3:3])[CH3:2], predict the reactants needed to synthesize it. The reactants are: [CH:1]([C:4]1[CH:8]=[C:7]([NH2:9])[N:6]([C:10]2[CH:15]=[CH:14][CH:13]=[CH:12][CH:11]=2)[N:5]=1)([CH3:3])[CH3:2].C(=O)([O-])[O-].[K+].[K+].Cl[C:23]([O:25][C:26]1[CH:31]=[CH:30][CH:29]=[CH:28][CH:27]=1)=[O:24]. (3) Given the product [C:9]1([C:2]2[CH:3]=[CH:4][C:5]([NH2:8])=[N:6][CH:7]=2)[CH:14]=[CH:13][CH:12]=[CH:11][CH:10]=1, predict the reactants needed to synthesize it. The reactants are: Br[C:2]1[CH:3]=[CH:4][C:5]([NH2:8])=[N:6][CH:7]=1.[C:9]1(B(O)O)[CH:14]=[CH:13][CH:12]=[CH:11][CH:10]=1.C([O-])([O-])=O.[Na+].[Na+].O. (4) The reactants are: [CH3:1][C:2]1[C:6]([C:7]2[C:8]([O:21][CH3:22])=[CH:9][C:10]3[C:11]4[NH:19][C:18](=[O:20])[O:17][C:12]=4[CH:13]=[N:14][C:15]=3[CH:16]=2)=[C:5]([CH3:23])[O:4][N:3]=1.C([O-])([O-])=O.[Cs+].[Cs+].Br[CH2:31][C:32]1[CH:37]=[CH:36][CH:35]=[C:34]([S:38]([CH3:41])(=[O:40])=[O:39])[CH:33]=1. Given the product [CH3:1][C:2]1[C:6]([C:7]2[C:8]([O:21][CH3:22])=[CH:9][C:10]3[C:11]4[N:19]=[C:18]([O:20][CH2:31][C:32]5[CH:37]=[CH:36][CH:35]=[C:34]([S:38]([CH3:41])(=[O:40])=[O:39])[CH:33]=5)[O:17][C:12]=4[CH:13]=[N:14][C:15]=3[CH:16]=2)=[C:5]([CH3:23])[O:4][N:3]=1, predict the reactants needed to synthesize it. (5) Given the product [CH2:24]([O:26][C:27]1[CH:28]=[C:29]([CH:32]=[CH:33][C:34]=1[CH3:35])[CH2:30][N:8]1[CH2:13][CH2:12][CH:11]([N:14]2[CH2:22][C:21]3[C:16](=[CH:17][CH:18]=[CH:19][CH:20]=3)[C:15]2=[O:23])[CH2:10][CH2:9]1)[CH3:25], predict the reactants needed to synthesize it. The reactants are: FC(F)(F)C(O)=O.[NH:8]1[CH2:13][CH2:12][CH:11]([N:14]2[CH2:22][C:21]3[C:16](=[CH:17][CH:18]=[CH:19][CH:20]=3)[C:15]2=[O:23])[CH2:10][CH2:9]1.[CH2:24]([O:26][C:27]1[CH:28]=[C:29]([CH:32]=[CH:33][C:34]=1[CH3:35])[CH:30]=O)[CH3:25].C([BH3-])#N.[Na+]. (6) Given the product [CH2:25]([O:19][C:17](=[O:18])[CH:16]([O:20][CH2:21][CH3:22])[CH2:15][C:12]1[CH:11]=[CH:10][C:9]([OH:8])=[CH:14][CH:13]=1)[CH3:26], predict the reactants needed to synthesize it. The reactants are: C([O:8][C:9]1[CH:14]=[CH:13][C:12](/[CH:15]=[C:16](\[O:20][CH2:21][CH3:22])/[C:17]([O-:19])=[O:18])=[CH:11][CH:10]=1)C1C=CC=CC=1.CO[C:25](C)(C)[CH3:26]. (7) Given the product [CH:1]1[CH:2]=[C:3]([C:12]([NH2:15])=[O:14])[C:4](=[O:11])[N:5]2[C:10]=1[CH:9]=[CH:8][CH:7]=[CH:6]2, predict the reactants needed to synthesize it. The reactants are: [CH:1]1[CH:2]=[C:3]([C:12]([OH:14])=O)[C:4](=[O:11])[N:5]2[C:10]=1[CH:9]=[CH:8][CH:7]=[CH:6]2.[NH3:15].O. (8) Given the product [CH3:13][O:14][C:15](=[O:27])[CH2:16][C@H:17]1[C:21]2[CH:22]=[CH:23][C:24]([O:12][C@H:6]3[C:7]4[C:3](=[C:2]([Cl:1])[C:10]([F:11])=[CH:9][CH:8]=4)[CH2:4][CH2:5]3)=[CH:25][C:20]=2[O:19][CH2:18]1, predict the reactants needed to synthesize it. The reactants are: [Cl:1][C:2]1[C:10]([F:11])=[CH:9][CH:8]=[C:7]2[C:3]=1[CH2:4][CH2:5][C@@H:6]2[OH:12].[CH3:13][O:14][C:15](=[O:27])[CH2:16][C@H:17]1[C:21]2[CH:22]=[CH:23][C:24](O)=[CH:25][C:20]=2[O:19][CH2:18]1.